This data is from Reaction yield outcomes from USPTO patents with 853,638 reactions. The task is: Predict the reaction yield, written as a fraction of the theoretical maximum amount of product (1.0 means a 100% yield; for example, 0.34 means a 34% yield). (1) The reactants are Br[C:2]1[C:3]([C:14]2[CH:19]=[CH:18][C:17]([CH3:20])=[CH:16][CH:15]=2)=[C:4]([CH3:13])[C:5]2[O:9][C:8]([CH3:11])([CH3:10])[CH2:7][C:6]=2[CH:12]=1.[F:21][C:22]1[CH:27]=[CH:26][C:25]([N:28]2[CH2:33][CH2:32][NH:31][CH2:30][CH2:29]2)=[CH:24][CH:23]=1. No catalyst specified. The product is [CH3:10][C:8]1([CH3:11])[CH2:7][C:6]2[CH:12]=[C:2]([N:31]3[CH2:30][CH2:29][N:28]([C:25]4[CH:24]=[CH:23][C:22]([F:21])=[CH:27][CH:26]=4)[CH2:33][CH2:32]3)[C:3]([C:14]3[CH:19]=[CH:18][C:17]([CH3:20])=[CH:16][CH:15]=3)=[C:4]([CH3:13])[C:5]=2[O:9]1. The yield is 0.150. (2) The reactants are [Cl:1][C:2]1[CH:3]=[CH:4][CH:5]=[C:6]2[C:10]=1[NH:9][CH:8]=[C:7]2[CH2:11][CH2:12][CH2:13][NH:14][CH:15]1[CH2:24][C:23]2[C:22]([C:25]([NH2:27])=[O:26])=[CH:21][CH:20]=[C:19]([F:28])[C:18]=2[O:17][CH2:16]1.[CH:29](=O)[CH3:30]. The yield is 0.980. No catalyst specified. The product is [Cl:1][C:2]1[CH:3]=[CH:4][CH:5]=[C:6]2[C:10]=1[NH:9][CH:8]=[C:7]2[CH2:11][CH2:12][CH2:13][N:14]([CH2:29][CH3:30])[CH:15]1[CH2:24][C:23]2[C:22]([C:25]([NH2:27])=[O:26])=[CH:21][CH:20]=[C:19]([F:28])[C:18]=2[O:17][CH2:16]1. (3) The reactants are [CH2:1]([N:8]1[C:12]2([CH2:16][CH2:15][NH:14][CH2:13]2)[CH2:11][CH2:10][CH2:9]1)[C:2]1[CH:7]=[CH:6][CH:5]=[CH:4][CH:3]=1.Br[C:18]1[CH:19]=[N:20][CH:21]=[C:22]([O:24][CH2:25][CH3:26])[CH:23]=1.CC(C)([O-])C.[K+]. The catalyst is C1(C)C=CC=CC=1.C1C=CC(/C=C/C(/C=C/C2C=CC=CC=2)=O)=CC=1.C1C=CC(/C=C/C(/C=C/C2C=CC=CC=2)=O)=CC=1.C1C=CC(/C=C/C(/C=C/C2C=CC=CC=2)=O)=CC=1.[Pd].[Pd].C1(P(C2C=CC=CC=2)C2C=CC3C(=CC=CC=3)C=2C2C3C(=CC=CC=3)C=CC=2P(C2C=CC=CC=2)C2C=CC=CC=2)C=CC=CC=1. The product is [CH2:1]([N:8]1[C:12]2([CH2:16][CH2:15][N:14]([C:18]3[CH:19]=[N:20][CH:21]=[C:22]([O:24][CH2:25][CH3:26])[CH:23]=3)[CH2:13]2)[CH2:11][CH2:10][CH2:9]1)[C:2]1[CH:3]=[CH:4][CH:5]=[CH:6][CH:7]=1. The yield is 0.690. (4) The reactants are [F:1][C:2]1[CH:7]=[CH:6][C:5]([C:8]2[S:9][C:10]([CH:13]=[O:14])=[CH:11][N:12]=2)=[CH:4][CH:3]=1.[CH3:15][Mg]Br.CCOCC. The product is [F:1][C:2]1[CH:3]=[CH:4][C:5]([C:8]2[S:9][C:10]([CH:13]([OH:14])[CH3:15])=[CH:11][N:12]=2)=[CH:6][CH:7]=1. The yield is 0.780. The catalyst is C1COCC1. (5) The reactants are [NH2:1][C@H:2]([C:10]([OH:12])=[O:11])[CH2:3][CH2:4][CH2:5][NH:6][C:7](=[NH:9])[NH2:8].[CH2:13](Cl)[CH2:14][CH2:15][CH2:16][CH2:17][CH2:18][CH2:19][CH2:20][CH2:21][CH2:22][CH2:23][CH3:24].[OH-].[Na+].Cl. The catalyst is O.C(O)(C)C. The product is [CH2:24]([NH:1][C@H:2]([C:10]([OH:12])=[O:11])[CH2:3][CH2:4][CH2:5][NH:6][C:7](=[NH:8])[NH2:9])[CH2:23][CH2:22][CH2:21][CH2:20][CH2:19][CH2:18][CH2:17][CH2:16][CH2:15][CH2:14][CH3:13]. The yield is 0.923. (6) The reactants are [CH3:1][NH:2][CH2:3][C:4]1[CH:12]=[CH:11][CH:10]=[C:9]2[C:5]=1[CH:6]=[CH:7][N:8]2[CH3:13].Cl.[O:15]=[C:16]1[NH:25][C:24]2[N:23]=[CH:22][C:21]([CH:26]=[CH:27][C:28](O)=[O:29])=[CH:20][C:19]=2[CH2:18][CH2:17]1.C1C=CC2N(O)N=NC=2C=1.CCN(C(C)C)C(C)C.CCN=C=NCCCN(C)C.Cl. The catalyst is CN(C=O)C.O. The product is [CH3:1][N:2]([CH2:3][C:4]1[CH:12]=[CH:11][CH:10]=[C:9]2[C:5]=1[CH:6]=[CH:7][N:8]2[CH3:13])[C:28](=[O:29])/[CH:27]=[CH:26]/[C:21]1[CH:22]=[N:23][C:24]2[NH:25][C:16](=[O:15])[CH2:17][CH2:18][C:19]=2[CH:20]=1. The yield is 0.360.